From a dataset of Forward reaction prediction with 1.9M reactions from USPTO patents (1976-2016). Predict the product of the given reaction. (1) The product is: [C:50]([NH:53][NH:54][C:7](=[O:8])[C:6]1[CH:10]=[C:2]([Cl:1])[C:3]([NH:13][C:14]2[N:19]=[C:18]([NH:20][CH3:21])[C:17]([C:22]([F:24])([F:23])[F:25])=[CH:16][N:15]=2)=[CH:4][C:5]=1[O:11][CH3:12])(=[O:52])[CH3:51]. Given the reactants [Cl:1][C:2]1[C:3]([NH:13][C:14]2[N:19]=[C:18]([NH:20][CH3:21])[C:17]([C:22]([F:25])([F:24])[F:23])=[CH:16][N:15]=2)=[CH:4][C:5]([O:11][CH3:12])=[C:6]([CH:10]=1)[C:7](O)=[O:8].CN(C(ON1N=NC2C=CC=NC1=2)=[N+](C)C)C.F[P-](F)(F)(F)(F)F.[C:50]([NH:53][NH2:54])(=[O:52])[CH3:51].CCN(C(C)C)C(C)C, predict the reaction product. (2) Given the reactants C([Si](C1C=CC=CC=1)(C1C=CC=CC=1)[O:6][CH:7]1[CH2:10][N:9]([CH:11]([C:13]2[CH:18]=[CH:17][C:16]([C:19]3[NH:20][C:21](=[O:31])[C:22]4[CH:23]=[CH:24][CH:25]=[C:26]([C:29]#[N:30])[C:27]=4[CH:28]=3)=[CH:15][CH:14]=2)[CH3:12])[CH2:8]1)(C)(C)C.Cl.O1CCOCC1, predict the reaction product. The product is: [OH:6][CH:7]1[CH2:8][N:9]([CH:11]([C:13]2[CH:18]=[CH:17][C:16]([C:19]3[NH:20][C:21](=[O:31])[C:22]4[CH:23]=[CH:24][CH:25]=[C:26]([C:29]#[N:30])[C:27]=4[CH:28]=3)=[CH:15][CH:14]=2)[CH3:12])[CH2:10]1.